From a dataset of Reaction yield outcomes from USPTO patents with 853,638 reactions. Predict the reaction yield, written as a fraction of the theoretical maximum amount of product (1.0 means a 100% yield; for example, 0.34 means a 34% yield). (1) The reactants are [F:1][C:2]([F:26])([F:25])[CH:3]([C:16]1[CH:21]=[C:20]([Cl:22])[C:19]([Cl:23])=[C:18]([Cl:24])[CH:17]=1)/[CH:4]=[CH:5]/[C:6]1[CH:7]=[C:8]2[C:12](=[CH:13][CH:14]=1)[CH:11]([NH2:15])[CH2:10][CH2:9]2.[F:27][C:28]([F:34])([F:33])[CH2:29][C:30](O)=[O:31].CCN=C=NCCCN(C)C.Cl.C1C=CC2N(O)N=NC=2C=1.O.CCN(C(C)C)C(C)C. The catalyst is C(Cl)Cl. The product is [F:27][C:28]([F:34])([F:33])[CH2:29][C:30]([NH:15][CH:11]1[C:12]2[C:8](=[CH:7][C:6](/[CH:5]=[CH:4]/[CH:3]([C:16]3[CH:17]=[C:18]([Cl:24])[C:19]([Cl:23])=[C:20]([Cl:22])[CH:21]=3)[C:2]([F:1])([F:25])[F:26])=[CH:14][CH:13]=2)[CH2:9][CH2:10]1)=[O:31]. The yield is 0.650. (2) The reactants are [CH:1]1[C:10]2[C:5](=[CH:6][CH:7]=[CH:8][CH:9]=2)[CH:4]=[C:3]([C:11]2[NH:15][C:14]3[CH:16]=[CH:17][C:18]([C:20](O)=[O:21])=[CH:19][C:13]=3[N:12]=2)[N:2]=1.CN(C(ON1N=NC2C=CC=CC1=2)=[N+](C)C)C.F[P-](F)(F)(F)(F)F.[NH2:47][CH:48]([CH:58]1[CH2:60][CH2:59]1)[CH2:49][C:50]([NH:52][C:53]1[NH:54][CH:55]=[CH:56][N:57]=1)=[O:51]. No catalyst specified. The product is [CH:58]1([CH:48]([NH:47][C:20]([C:18]2[CH:17]=[CH:16][C:14]3[NH:15][C:11]([C:3]4[N:2]=[CH:1][C:10]5[C:5]([CH:4]=4)=[CH:6][CH:7]=[CH:8][CH:9]=5)=[N:12][C:13]=3[CH:19]=2)=[O:21])[CH2:49][C:50](=[O:51])[NH:52][C:53]2[NH:54][CH:55]=[CH:56][N:57]=2)[CH2:60][CH2:59]1. The yield is 0.0400. (3) The reactants are C([N:8]1[CH2:12][CH:11]([CH3:13])[CH:10]([C:14]2[NH:19][C:18](=[O:20])[C:17]3=[CH:21][N:22]=[C:23]([C:24]4[CH2:25][CH2:26][O:27][CH2:28][CH:29]=4)[N:16]3[N:15]=2)[CH2:9]1)C1C=CC=CC=1.[C:38](O[C:38]([O:40][C:41]([CH3:44])([CH3:43])[CH3:42])=[O:39])([O:40][C:41]([CH3:44])([CH3:43])[CH3:42])=[O:39].C([O-])(=O)C.[K+].[H][H]. The catalyst is [Pd].CO. The product is [C:41]([O:40][C:38]([N:8]1[CH2:9][CH:10]([C:14]2[NH:19][C:18](=[O:20])[C:17]3=[CH:21][N:22]=[C:23]([CH:24]4[CH2:25][CH2:26][O:27][CH2:28][CH2:29]4)[N:16]3[N:15]=2)[CH:11]([CH3:13])[CH2:12]1)=[O:39])([CH3:42])([CH3:43])[CH3:44]. The yield is 0.420. (4) The reactants are [C:1]1([CH3:11])[CH:6]=[CH:5][C:4]([S:7](Cl)(=[O:9])=[O:8])=[CH:3][CH:2]=1.[CH2:12]1[O:16][C@@H:15]2[C@H:17]([OH:20])[CH2:18][O:19][C@@H:14]2[C@@H:13]1[OH:21].O. The catalyst is N1C=CC=CC=1. The product is [CH3:11][C:1]1[CH:6]=[CH:5][C:4]([S:7]([O:21][C@@H:13]2[CH2:12][O:16][C@@H:15]3[C@H:17]([OH:20])[CH2:18][O:19][C@H:14]23)(=[O:9])=[O:8])=[CH:3][CH:2]=1. The yield is 0.600. (5) The catalyst is C1COCC1.O. The yield is 0.870. The product is [NH:1]1[C:9]2[C:4](=[CH:5][CH:6]=[CH:7][CH:8]=2)[CH:3]=[C:2]1[C:10]1[C:11]([O:32][CH3:33])=[CH:12][C:13]([O:30][CH3:31])=[C:14](/[CH:16]=[CH:17]/[C:18]([C:20]2[CH:21]=[CH:22][C:23]([S:26]([NH:29][C:34](=[O:38])[CH:35]([CH3:37])[CH3:36])(=[O:28])=[O:27])=[CH:24][CH:25]=2)=[O:19])[CH:15]=1. The reactants are [NH:1]1[C:9]2[C:4](=[CH:5][CH:6]=[CH:7][CH:8]=2)[CH:3]=[C:2]1[C:10]1[C:11]([O:32][CH3:33])=[CH:12][C:13]([O:30][CH3:31])=[C:14](/[CH:16]=[CH:17]/[C:18]([C:20]2[CH:25]=[CH:24][C:23]([S:26]([NH2:29])(=[O:28])=[O:27])=[CH:22][CH:21]=2)=[O:19])[CH:15]=1.[C:34](O[C:34](=[O:38])[CH:35]([CH3:37])[CH3:36])(=[O:38])[CH:35]([CH3:37])[CH3:36].C(N(CC)CC)C.CN(C)N1C=CC=CC1.